Dataset: NCI-60 drug combinations with 297,098 pairs across 59 cell lines. Task: Regression. Given two drug SMILES strings and cell line genomic features, predict the synergy score measuring deviation from expected non-interaction effect. (1) Drug 1: CCCCCOC(=O)NC1=NC(=O)N(C=C1F)C2C(C(C(O2)C)O)O. Drug 2: CCC1(C2=C(COC1=O)C(=O)N3CC4=CC5=C(C=CC(=C5CN(C)C)O)N=C4C3=C2)O.Cl. Cell line: CCRF-CEM. Synergy scores: CSS=46.8, Synergy_ZIP=13.9, Synergy_Bliss=11.2, Synergy_Loewe=-56.0, Synergy_HSA=0.356. (2) Drug 1: CC(C)(C#N)C1=CC(=CC(=C1)CN2C=NC=N2)C(C)(C)C#N. Drug 2: CN(C(=O)NC(C=O)C(C(C(CO)O)O)O)N=O. Cell line: UACC62. Synergy scores: CSS=12.9, Synergy_ZIP=-0.732, Synergy_Bliss=0.916, Synergy_Loewe=2.30, Synergy_HSA=1.87. (3) Drug 1: C1=NC2=C(N1)C(=S)N=C(N2)N. Drug 2: C1=NC2=C(N1)C(=S)N=CN2. Cell line: HOP-62. Synergy scores: CSS=29.6, Synergy_ZIP=-12.3, Synergy_Bliss=-17.3, Synergy_Loewe=-11.1, Synergy_HSA=-8.91. (4) Drug 1: CS(=O)(=O)C1=CC(=C(C=C1)C(=O)NC2=CC(=C(C=C2)Cl)C3=CC=CC=N3)Cl. Drug 2: CC1=C(C(=CC=C1)Cl)NC(=O)C2=CN=C(S2)NC3=CC(=NC(=N3)C)N4CCN(CC4)CCO. Cell line: SF-295. Synergy scores: CSS=5.25, Synergy_ZIP=-0.587, Synergy_Bliss=1.48, Synergy_Loewe=1.34, Synergy_HSA=1.82. (5) Drug 1: CC1=C(C=C(C=C1)NC(=O)C2=CC=C(C=C2)CN3CCN(CC3)C)NC4=NC=CC(=N4)C5=CN=CC=C5. Drug 2: CC=C1C(=O)NC(C(=O)OC2CC(=O)NC(C(=O)NC(CSSCCC=C2)C(=O)N1)C(C)C)C(C)C. Cell line: PC-3. Synergy scores: CSS=34.3, Synergy_ZIP=4.10, Synergy_Bliss=3.45, Synergy_Loewe=-50.9, Synergy_HSA=-3.92. (6) Drug 1: C(=O)(N)NO. Drug 2: COC1=NC(=NC2=C1N=CN2C3C(C(C(O3)CO)O)O)N. Cell line: OVCAR3. Synergy scores: CSS=0.479, Synergy_ZIP=3.85, Synergy_Bliss=8.09, Synergy_Loewe=0.151, Synergy_HSA=1.75. (7) Drug 1: CC1=C(C=C(C=C1)NC(=O)C2=CC=C(C=C2)CN3CCN(CC3)C)NC4=NC=CC(=N4)C5=CN=CC=C5. Drug 2: CN(C(=O)NC(C=O)C(C(C(CO)O)O)O)N=O. Cell line: OVCAR-5. Synergy scores: CSS=2.72, Synergy_ZIP=0.00705, Synergy_Bliss=2.78, Synergy_Loewe=-1.10, Synergy_HSA=-0.851.